Dataset: Forward reaction prediction with 1.9M reactions from USPTO patents (1976-2016). Task: Predict the product of the given reaction. (1) Given the reactants [F:1][C:2]1[CH:3]=[C:4]2[C:8](=[CH:9][CH:10]=1)[CH2:7][N:6]([C:11]([NH:13][C:14]1[CH:38]=[CH:37][C:17]([C:18]([NH:20][CH2:21][C:22]3[CH:36]=[CH:35][C:25]([CH2:26][NH:27]C(=O)OC(C)(C)C)=[CH:24][CH:23]=3)=[O:19])=[CH:16][CH:15]=1)=[O:12])[CH2:5]2.FC(F)(F)C(O)=O, predict the reaction product. The product is: [NH2:27][CH2:26][C:25]1[CH:24]=[CH:23][C:22]([CH2:21][NH:20][C:18]([C:17]2[CH:16]=[CH:15][C:14]([NH:13][C:11]([N:6]3[CH2:5][C:4]4[C:8](=[CH:9][CH:10]=[C:2]([F:1])[CH:3]=4)[CH2:7]3)=[O:12])=[CH:38][CH:37]=2)=[O:19])=[CH:36][CH:35]=1. (2) Given the reactants [CH3:1][C:2]1[C:10]2[C:5](=[C:6]([CH:15]([O:17][CH2:18][C:19]3([C:25]4[CH:30]=[CH:29][CH:28]=[CH:27][CH:26]=4)[CH2:24][CH2:23][NH:22][CH2:21][CH2:20]3)[CH3:16])[CH:7]=[C:8]([C:11]([F:14])([F:13])[F:12])[CH:9]=2)[NH:4][N:3]=1.C=O.[C:33]([BH3-])#N.[Na+], predict the reaction product. The product is: [CH3:1][C:2]1[C:10]2[C:5](=[C:6]([CH:15]([O:17][CH2:18][C:19]3([C:25]4[CH:30]=[CH:29][CH:28]=[CH:27][CH:26]=4)[CH2:20][CH2:21][N:22]([CH3:33])[CH2:23][CH2:24]3)[CH3:16])[CH:7]=[C:8]([C:11]([F:13])([F:14])[F:12])[CH:9]=2)[NH:4][N:3]=1. (3) Given the reactants [CH:1]([N:4]1[N:8]=[N:7][C:6]([CH2:9][CH2:10][OH:11])=[N:5]1)([CH3:3])[CH3:2].[CH:12]([N:15]1[C:19]([CH2:20][CH2:21][OH:22])=[N:18][N:17]=[N:16]1)([CH3:14])[CH3:13].[CH3:23][S:24](Cl)(=[O:26])=[O:25].C(N(CC)CC)C, predict the reaction product. The product is: [CH:1]([N:4]1[N:8]=[N:7][C:6]([CH2:9][CH2:10][O:11][S:24]([CH3:23])(=[O:26])=[O:25])=[N:5]1)([CH3:3])[CH3:2].[CH:12]([N:15]1[C:19]([CH2:20][CH2:21][O:22][S:24]([CH3:23])(=[O:26])=[O:25])=[N:18][N:17]=[N:16]1)([CH3:14])[CH3:13]. (4) Given the reactants Br[C:2]1[CH:7]=[CH:6][C:5]([N:8]2[CH:12]=[CH:11][CH:10]=[N:9]2)=[CH:4][CH:3]=1.C([Li])CCC.[B:18](OC)([O:21]C)[O:19]C.[Cl-].[NH4+], predict the reaction product. The product is: [N:8]1([C:5]2[CH:6]=[CH:7][C:2]([B:18]([OH:21])[OH:19])=[CH:3][CH:4]=2)[CH:12]=[CH:11][CH:10]=[N:9]1. (5) Given the reactants [CH:1]1([C:7](=[S:9])[NH2:8])[CH2:6][CH2:5][CH2:4][CH2:3][CH2:2]1.Br[CH2:11][C:12](=O)[C:13]([O:15][CH2:16][CH3:17])=[O:14], predict the reaction product. The product is: [CH2:16]([O:15][C:13]([C:12]1[N:8]=[C:7]([CH:1]2[CH2:6][CH2:5][CH2:4][CH2:3][CH2:2]2)[S:9][CH:11]=1)=[O:14])[CH3:17]. (6) Given the reactants [CH:1]1([O:6][C:7](=[O:26])[CH2:8][NH:9][CH2:10][C:11]2[CH:16]=[CH:15][C:14]([CH2:17][NH:18][C:19]([O:21][C:22]([CH3:25])([CH3:24])[CH3:23])=[O:20])=[CH:13][CH:12]=2)[CH2:5][CH2:4][CH2:3][CH2:2]1.C([O-])([O-])=O.[Na+].[Na+].Cl[C:34]([O:36][CH2:37][CH:38]1[C:50]2[CH:49]=[CH:48][CH:47]=[CH:46][C:45]=2[C:44]2[C:39]1=[CH:40][CH:41]=[CH:42][CH:43]=2)=[O:35].O, predict the reaction product. The product is: [CH:1]1([O:6][C:7](=[O:26])[CH2:8][N:9]([CH2:10][C:11]2[CH:12]=[CH:13][C:14]([CH2:17][NH:18][C:19]([O:21][C:22]([CH3:23])([CH3:25])[CH3:24])=[O:20])=[CH:15][CH:16]=2)[C:34]([O:36][CH2:37][CH:38]2[C:39]3[CH:40]=[CH:41][CH:42]=[CH:43][C:44]=3[C:45]3[C:50]2=[CH:49][CH:48]=[CH:47][CH:46]=3)=[O:35])[CH2:5][CH2:4][CH2:3][CH2:2]1. (7) Given the reactants [CH3:1][NH:2][C:3]([C:5]1[N:10]=[CH:9][C:8]([CH2:11][CH2:12][C:13]([OH:15])=O)=[CH:7][CH:6]=1)=[O:4].[NH2:16][CH2:17][C:18]([N:20]([C:22]1[CH:27]=[CH:26][C:25]([Cl:28])=[C:24]([CH2:29][O:30][C:31]2[CH:32]=[CH:33][CH:34]=[C:35]3[C:40]=2[N:39]=[C:38]([CH3:41])[CH:37]=[C:36]3[O:42][CH2:43][C:44]2[CH:49]=[CH:48][CH:47]=[CH:46][N:45]=2)[C:23]=1[Cl:50])[CH3:21])=[O:19].ClC1C(COC2C3N=C(OC)N(CC4C=CC=CN=4)C=3C=CC=2)=C(Cl)C=CC=1N(C)C(=O)CNC(=O)CCC1C=CC(C(NCCOC)=O)=CC=1, predict the reaction product. The product is: [Cl:50][C:23]1[C:24]([CH2:29][O:30][C:31]2[CH:32]=[CH:33][CH:34]=[C:35]3[C:40]=2[N:39]=[C:38]([CH3:41])[CH:37]=[C:36]3[O:42][CH2:43][C:44]2[CH:49]=[CH:48][CH:47]=[CH:46][N:45]=2)=[C:25]([Cl:28])[CH:26]=[CH:27][C:22]=1[N:20]([CH3:21])[C:18](=[O:19])[CH2:17][NH:16][C:13](=[O:15])[CH2:12][CH2:11][C:8]1[CH:7]=[CH:6][C:5]([C:3]([NH:2][CH3:1])=[O:4])=[N:10][CH:9]=1.